This data is from Experimentally validated miRNA-target interactions with 360,000+ pairs, plus equal number of negative samples. The task is: Binary Classification. Given a miRNA mature sequence and a target amino acid sequence, predict their likelihood of interaction. (1) The miRNA is hsa-miR-7852-3p with sequence UAUGUAGUAGUCAAAGGCAUUU. The protein sequence of the target gene is MAAPWASLRLVAPMWNGRIRGIHRLGAAVAPEGNQKKKRTILQFLTNYFYDVEALRDYLLQREMYKVHEKNRSYTWLEKQHGPYGAGAFFILKQGGAVKFRDKEWIRPDKYGHFSQEFWNFCEVPVEAVDAGDCDINYEGLDNLLRLKELQSLSLQRCCHVDDWCLSRLYPLADSLQELSLAGCPRISERGLACLHHLQNLRRLDISDLPAVSNPGLTQILVEEMLPNCEVVGVDWAEGLKSGPEEQPRDTASPVPA. Result: 0 (no interaction). (2) The miRNA is mmu-miR-1948-3p with sequence UUUAGGCAGAGCACUCGUACAG. The protein sequence of the target gene is MEPAAAGPGPLIVNNKQPQPPPPPPPATAQPPPGAPRAAGGLLPGGKAREFNRNQRKDSEGYSESPDLEFEYADTDKWAAELAELYSYTEGPEFLMNRKCFEEDFRIHVSDKKWTELDTNQHRTHAMRLLDGLEVTAREKRLKVARAILYVAQGTFGECSSEAEVQFWMRYNIFLLLEVGTFNALVELLNMEIDNSAACSSAVRKPAISLADSTDLRVLLNIMYLIVETVHQDCDGDKAEWRTMRQTFRAELGSPLYNNEPFAIMLFGMVTKFCSGHAPHFPMKKVLLLLWKTVLCTLGG.... Result: 0 (no interaction).